This data is from Full USPTO retrosynthesis dataset with 1.9M reactions from patents (1976-2016). The task is: Predict the reactants needed to synthesize the given product. (1) Given the product [CH2:10]([C@@H:9]1[CH2:8][NH:7][C@@H:6]2[C@@H:2]([OH:1])[CH2:3][O:4][C@H:5]12)[CH3:11], predict the reactants needed to synthesize it. The reactants are: [OH:1][C@@H:2]1[C@H:6]2[N:7](C(OCC3C=CC=CC=3)=O)[CH2:8][C@@H:9]([CH2:10][CH3:11])[C@H:5]2[O:4][CH2:3]1.[H][H]. (2) Given the product [Si:32]([O:1][CH2:2][CH2:3][C:4]1[C:5](=[O:22])[N:6]([C:10]2[CH:15]=[CH:14][C:13]([N+:16]([O-:18])=[O:17])=[CH:12][C:11]=2[CH2:19][O:20][CH3:21])[CH:7]=[CH:8][CH:9]=1)([C:28]([CH3:31])([CH3:30])[CH3:29])([C:40]1[CH:41]=[CH:42][CH:43]=[CH:44][CH:45]=1)[C:34]1[CH:39]=[CH:38][CH:37]=[CH:36][CH:35]=1, predict the reactants needed to synthesize it. The reactants are: [OH:1][CH2:2][CH2:3][C:4]1[C:5](=[O:22])[N:6]([C:10]2[CH:15]=[CH:14][C:13]([N+:16]([O-:18])=[O:17])=[CH:12][C:11]=2[CH2:19][O:20][CH3:21])[CH:7]=[CH:8][CH:9]=1.N1C=CN=C1.[C:28]([Si:32]([C:40]1[CH:45]=[CH:44][CH:43]=[CH:42][CH:41]=1)([C:34]1[CH:39]=[CH:38][CH:37]=[CH:36][CH:35]=1)Cl)([CH3:31])([CH3:30])[CH3:29]. (3) Given the product [Br:34][C:24]1[NH:23][C:22]2[C:21](=[O:33])[N:20]3[C:16]([CH2:15][CH2:14][C:11]4[N:10]=[C:9]([C:6]5[CH:5]=[CH:4][C:3]([O:2][CH3:1])=[CH:8][CH:7]=5)[O:13][N:12]=4)=[N:17][N:18]=[C:19]3[N:27]([CH2:28][CH2:29][CH2:30][CH2:31][CH3:32])[C:26]=2[N:25]=1, predict the reactants needed to synthesize it. The reactants are: [CH3:1][O:2][C:3]1[CH:8]=[CH:7][C:6]([C:9]2[O:13][N:12]=[C:11]([CH2:14][CH2:15][C:16]3[N:20]4[C:21](=[O:33])[C:22]5[NH:23][CH:24]=[N:25][C:26]=5[N:27]([CH2:28][CH2:29][CH2:30][CH2:31][CH3:32])[C:19]4=[N:18][N:17]=3)[N:10]=2)=[CH:5][CH:4]=1.[Br:34]N1C(=O)CCC1=O. (4) The reactants are: [CH2:1](Br)[C:2]1[CH:7]=[CH:6][CH:5]=[CH:4][CH:3]=1.[C:9]([O:13][C:14]([NH:16][CH2:17][CH2:18][N:19]1[C:23]([C:24]([O:26][CH2:27][CH3:28])=[O:25])=[CH:22][C:21]([OH:29])=[N:20]1)=[O:15])([CH3:12])([CH3:11])[CH3:10].C([O-])([O-])=O.[Cs+].[Cs+]. Given the product [CH2:1]([O:29][C:21]1[CH:22]=[C:23]([C:24]([O:26][CH2:27][CH3:28])=[O:25])[N:19]([CH2:18][CH2:17][NH:16][C:14]([O:13][C:9]([CH3:10])([CH3:12])[CH3:11])=[O:15])[N:20]=1)[C:2]1[CH:7]=[CH:6][CH:5]=[CH:4][CH:3]=1, predict the reactants needed to synthesize it. (5) The reactants are: [NH2:1][C@H:2]1[CH2:7][CH2:6][C@H:5]([NH:8][C:9]2[C:14]([CH3:15])=[C:13]([N:16]([C:24]3[CH:29]=[CH:28][C:27]([I:30])=[CH:26][CH:25]=3)C(OC(C)(C)C)=O)[N:12]3[N:31]=[CH:32][CH:33]=[C:11]3[N:10]=2)[CH2:4][CH2:3]1.[F:41][C:40]([F:43])([F:42])[C:39](O[C:39](=[O:44])[C:40]([F:43])([F:42])[F:41])=[O:44]. Given the product [NH2:1][C@H:2]1[CH2:7][CH2:6][C@H:5]([NH:8][C:9]2[C:14]([CH3:15])=[C:13]([NH:16][C:24]3[CH:29]=[CH:28][C:27]([I:30])=[CH:26][CH:25]=3)[N:12]3[N:31]=[CH:32][C:33]([C:39](=[O:44])[C:40]([F:41])([F:42])[F:43])=[C:11]3[N:10]=2)[CH2:4][CH2:3]1, predict the reactants needed to synthesize it. (6) Given the product [ClH:49].[NH2:1][C:2]1[N:7]=[CH:6][N:5]=[C:4]2[N:8]([CH2:25][C@H:26]3[CH2:30][CH2:29][CH2:28][N:27]3[C:31]([C:32](=[CH:33][C@@H:34]3[CH2:38][CH2:37][CH2:36][NH:35]3)[C:46]#[N:47])=[O:48])[N:9]=[C:10]([C:11]3[CH:16]=[CH:15][C:14]([O:17][C:18]4[CH:23]=[CH:22][CH:21]=[CH:20][CH:19]=4)=[CH:13][C:12]=3[F:24])[C:3]=12, predict the reactants needed to synthesize it. The reactants are: [NH2:1][C:2]1[N:7]=[CH:6][N:5]=[C:4]2[N:8]([CH2:25][C@H:26]3[CH2:30][CH2:29][CH2:28][N:27]3[C:31](=[O:48])[C:32]([C:46]#[N:47])=[CH:33][C@@H:34]3[CH2:38][CH2:37][CH2:36][N:35]3C(OC(C)(C)C)=O)[N:9]=[C:10]([C:11]3[CH:16]=[CH:15][C:14]([O:17][C:18]4[CH:23]=[CH:22][CH:21]=[CH:20][CH:19]=4)=[CH:13][C:12]=3[F:24])[C:3]=12.[ClH:49]. (7) Given the product [N:12]1([CH:2]([C:6]2[CH:11]=[CH:10][CH:9]=[CH:8][CH:7]=2)[C:3]([O:5][CH3:21])=[O:4])[C:16]2[CH:17]=[CH:18][CH:19]=[CH:20][C:15]=2[N:14]=[N:13]1, predict the reactants needed to synthesize it. The reactants are: Br[CH:2]([C:6]1[CH:11]=[CH:10][CH:9]=[CH:8][CH:7]=1)[C:3]([O-:5])=[O:4].[NH:12]1[C:16]2[CH:17]=[CH:18][CH:19]=[CH:20][C:15]=2[N:14]=[N:13]1.[C:21]1(C)C=CC=CC=1.